Dataset: Catalyst prediction with 721,799 reactions and 888 catalyst types from USPTO. Task: Predict which catalyst facilitates the given reaction. (1) Reactant: [CH2:1]([N:3]1[C:11]2[C:6](=[CH:7][CH:8]=[CH:9][CH:10]=2)[C:5]([CH2:12][NH:13][C:14]2[C:15]([NH2:32])=[CH:16][C:17]([O:20][CH2:21][C:22]3[CH:31]=[CH:30][C:29]4[C:24](=[CH:25][CH:26]=[CH:27][CH:28]=4)[N:23]=3)=[CH:18][CH:19]=2)=[N:4]1)[CH3:2].[CH3:33][C:34]1([CH3:42])[C@@H:39]2[C@H:35]1[C:36](=[O:41])[O:37][C:38]2=O.Cl. Product: [CH2:1]([N:3]1[C:11]2[C:6](=[CH:7][CH:8]=[CH:9][CH:10]=2)[C:5]([CH2:12][N:13]2[C:14]3[CH:19]=[CH:18][C:17]([O:20][CH2:21][C:22]4[CH:31]=[CH:30][C:29]5[C:24](=[CH:25][CH:26]=[CH:27][CH:28]=5)[N:23]=4)=[CH:16][C:15]=3[N:32]=[C:38]2[C@@H:39]2[C@H:35]([C:36]([OH:41])=[O:37])[C:34]2([CH3:42])[CH3:33])=[N:4]1)[CH3:2]. The catalyst class is: 10. (2) Reactant: Cl[C:2]1[C:3]([N:17]2[CH2:22][CH2:21][O:20][CH2:19][CH2:18]2)=[CH:4][C:5]([NH:8][C:9]2[N:10]=[CH:11][C:12]([C:15]#[N:16])=[N:13][CH:14]=2)=[N:6][CH:7]=1.[C:23]1(B(O)O)[CH:28]=[CH:27][CH:26]=[CH:25][CH:24]=1.C(=O)([O-])[O-].[Na+].[Na+]. Product: [O:20]1[CH2:21][CH2:22][N:17]([C:3]2[C:2]([C:23]3[CH:28]=[CH:27][CH:26]=[CH:25][CH:24]=3)=[CH:7][N:6]=[C:5]([NH:8][C:9]3[N:10]=[CH:11][C:12]([C:15]#[N:16])=[N:13][CH:14]=3)[CH:4]=2)[CH2:18][CH2:19]1. The catalyst class is: 47. (3) The catalyst class is: 726. Reactant: [Br-:1].Cl[C:3]1[S:7][C:6]([CH:8]2[CH2:13][CH2:12][N:11]([C:14](=[O:26])[CH2:15][N:16]3[C:20]4[CH:21]=[CH:22][CH:23]=[CH:24][C:19]=4[NH:18][C:17]3=[O:25])[CH2:10][CH2:9]2)=[N:5][C:4]=1[C:27]1C=C(C(C)(C)C)C(OC)=[C:29]([C:39]([CH3:42])([CH3:41])[CH3:40])[CH:28]=1.C(N([CH:49]([CH3:51])[CH3:50])CC)(C)C.CC[N:54]=[C:55]=[N:56]CCCN(C)C.[C:63](O)(C(F)(F)F)=O. Product: [Br:1][C:3]1[S:7][C:6]([CH:8]2[CH2:9][CH2:10][N:11]([C:14](=[O:26])[CH2:15][N:16]3[C:20]4[CH:21]=[CH:22][CH:23]=[CH:24][C:19]=4[NH:18][C:17]3=[O:25])[CH2:12][CH2:13]2)=[N:5][C:4]=1[C:27]1[CH:28]=[C:29]([C:39]([CH3:41])([CH3:40])[CH3:42])[N:56]=[C:55]([C:49]([CH3:50])([CH3:51])[CH3:63])[N:54]=1. (4) Reactant: [Cl:1][C:2]1[CH:27]=[CH:26][C:5]2[C:6](=[O:25])[N:7]=[C:8]([C:10]3[CH:15]=[C:14]([CH2:16][CH2:17][C:18]([O:20]C(C)(C)C)=[O:19])[CH:13]=[CH:12][N:11]=3)[S:9][C:4]=2[CH:3]=1. Product: [Cl:1][C:2]1[CH:27]=[CH:26][C:5]2[C:6](=[O:25])[N:7]=[C:8]([C:10]3[CH:15]=[C:14]([CH2:16][CH2:17][C:18]([OH:20])=[O:19])[CH:13]=[CH:12][N:11]=3)[S:9][C:4]=2[CH:3]=1. The catalyst class is: 55.